Predict which catalyst facilitates the given reaction. From a dataset of Catalyst prediction with 721,799 reactions and 888 catalyst types from USPTO. (1) Reactant: [C:1]([N:5]1[C:9]2[CH:10]=[CH:11][CH:12]=[CH:13][C:8]=2[O:7][C:6]1=[O:14])(=[O:4])[CH2:2][CH3:3].C(N(CC)CC)C.[Cl:22][CH2:23][CH2:24][CH:25]=[O:26]. Product: [Cl:22][CH2:23][CH2:24][C@@H:25]([OH:26])[C@H:2]([CH3:3])[C:1]([N:5]1[C:9]2[CH:10]=[CH:11][CH:12]=[CH:13][C:8]=2[O:7][C:6]1=[O:14])=[O:4]. The catalyst class is: 642. (2) Product: [OH:17][CH2:16][CH2:15][CH2:14][CH2:13][N:12]1[C:3](=[O:10])[C:4]2[C:9](=[CH:8][CH:7]=[CH:6][CH:5]=2)[C:1]1=[O:11]. Reactant: [C:1]1(=[O:11])[C:9]2[C:4](=[CH:5][CH:6]=[CH:7][CH:8]=2)[C:3](=[O:10])O1.[NH2:12][CH2:13][CH2:14][CH2:15][CH2:16][OH:17]. The catalyst class is: 11. (3) Reactant: [F:1][C:2]1([CH2:13][OH:14])[CH2:5][N:4]([C:6]([O:8][C:9]([CH3:12])([CH3:11])[CH3:10])=[O:7])[CH2:3]1.[Cl:15][C:16]1[C:17](F)=[CH:18][C:19]([F:25])=[C:20]([CH:24]=1)[C:21]([OH:23])=[O:22].CS(C)=O.CC(C)([O-])C.[K+]. Product: [C:9]([O:8][C:6]([N:4]1[CH2:3][C:2]([CH2:13][O:14][C:17]2[C:16]([Cl:15])=[CH:24][C:20]([C:21]([OH:23])=[O:22])=[C:19]([F:25])[CH:18]=2)([F:1])[CH2:5]1)=[O:7])([CH3:10])([CH3:11])[CH3:12]. The catalyst class is: 25. (4) Reactant: [C:1]1(B(O)O)[CH:6]=[CH:5][CH:4]=[CH:3][CH:2]=1.Br[C:11]1[CH:16]=[CH:15][CH:14]=[C:13]([Br:17])[C:12]=1[O:18][CH3:19].C(=O)([O-])[O-].[K+].[K+]. Product: [Br:17][C:13]1[C:12]([O:18][CH3:19])=[C:11]([C:1]2[CH:6]=[CH:5][CH:4]=[CH:3][CH:2]=2)[CH:16]=[CH:15][CH:14]=1. The catalyst class is: 149. (5) Reactant: C([O:3][C:4]([CH:6]1[CH2:10][CH2:9][S:8](=[O:12])(=[O:11])[N:7]1[CH2:13][C:14]1[CH:19]=[CH:18][CH:17]=[C:16]([CH2:20][NH:21][C@H:22]([CH2:30][N:31]([CH3:33])[CH3:32])[CH2:23][C:24]2[CH:29]=[CH:28][CH:27]=[CH:26][CH:25]=2)[CH:15]=1)=[O:5])C.O.[OH-].[Li+].O. Product: [CH3:32][N:31]([CH2:30][C@@H:22]([NH:21][CH2:20][C:16]1[CH:15]=[C:14]([CH:19]=[CH:18][CH:17]=1)[CH2:13][N:7]1[CH:6]([C:4]([OH:5])=[O:3])[CH2:10][CH2:9][S:8]1(=[O:12])=[O:11])[CH2:23][C:24]1[CH:25]=[CH:26][CH:27]=[CH:28][CH:29]=1)[CH3:33]. The catalyst class is: 632. (6) Reactant: [N:1]([CH2:4][C@@H:5]([NH:12][C:13]1[C:22]2[C:17](=[C:18]([C:23]([NH2:25])=[O:24])[CH:19]=[CH:20][CH:21]=2)[N:16]=[CH:15][N:14]=1)[C:6]1[CH:11]=[CH:10][CH:9]=[CH:8][CH:7]=1)=[N+]=[N-].C(Cl)(Cl)Cl. Product: [NH2:1][CH2:4][C@@H:5]([NH:12][C:13]1[C:22]2[C:17](=[C:18]([C:23]([NH2:25])=[O:24])[CH:19]=[CH:20][CH:21]=2)[N:16]=[CH:15][N:14]=1)[C:6]1[CH:7]=[CH:8][CH:9]=[CH:10][CH:11]=1. The catalyst class is: 63. (7) Reactant: [OH-:1].[Na+].[CH:3]1([C:6]2[CH:18]=[C:9]3[C:10]([CH:16]=[O:17])=[CH:11][CH:12]=[C:13]([O:14][CH3:15])[N:8]3[N:7]=2)[CH2:5][CH2:4]1. Product: [CH:3]1([C:6]2[CH:18]=[C:9]3[C:10]([C:16]([OH:1])=[O:17])=[CH:11][CH:12]=[C:13]([O:14][CH3:15])[N:8]3[N:7]=2)[CH2:4][CH2:5]1. The catalyst class is: 716. (8) Reactant: CCN=C=[N:5][CH2:6][CH2:7][CH2:8][N:9](C)C.Cl.C1C=CC2N([OH:22])N=NC=2C=1.CN1[CH2:29][CH2:28][O:27][CH2:26]C1.N.C1[CH2:35][O:34][CH2:33][CH2:32]1. Product: [NH2:9][C:8]1[CH:29]=[C:28]([O:27][CH3:26])[CH:32]=[C:33]([O:34][CH3:35])[C:7]=1[C:6]([NH2:5])=[O:22]. The catalyst class is: 6. (9) Reactant: [Cl:1][C:2]1[CH:3]=[C:4]2[C:10]([C:11]3[N:16]=[C:15]([NH:17][C@H:18]([C:20]([NH:22][CH2:23][C:24]([F:27])([F:26])[F:25])=[O:21])[CH3:19])[CH:14]=[N:13][CH:12]=3)=[CH:9][N:8](S(C3C=CC=CC=3)(=O)=O)[C:5]2=[N:6][CH:7]=1.C([O-])([O-])=O.[K+].[K+]. Product: [Cl:1][C:2]1[CH:3]=[C:4]2[C:10]([C:11]3[N:16]=[C:15]([NH:17][C@H:18]([C:20]([NH:22][CH2:23][C:24]([F:27])([F:25])[F:26])=[O:21])[CH3:19])[CH:14]=[N:13][CH:12]=3)=[CH:9][NH:8][C:5]2=[N:6][CH:7]=1. The catalyst class is: 5.